From a dataset of NCI-60 drug combinations with 297,098 pairs across 59 cell lines. Regression. Given two drug SMILES strings and cell line genomic features, predict the synergy score measuring deviation from expected non-interaction effect. (1) Drug 1: CC1=CC=C(C=C1)C2=CC(=NN2C3=CC=C(C=C3)S(=O)(=O)N)C(F)(F)F. Drug 2: C1=NC2=C(N=C(N=C2N1C3C(C(C(O3)CO)O)O)F)N. Cell line: PC-3. Synergy scores: CSS=5.05, Synergy_ZIP=-3.06, Synergy_Bliss=0.541, Synergy_Loewe=-8.79, Synergy_HSA=-1.22. (2) Drug 1: C1=CC=C(C(=C1)C(C2=CC=C(C=C2)Cl)C(Cl)Cl)Cl. Drug 2: COCCOC1=C(C=C2C(=C1)C(=NC=N2)NC3=CC=CC(=C3)C#C)OCCOC.Cl. Cell line: SNB-19. Synergy scores: CSS=-0.503, Synergy_ZIP=0.362, Synergy_Bliss=1.22, Synergy_Loewe=-2.99, Synergy_HSA=-1.85. (3) Drug 1: CNC(=O)C1=CC=CC=C1SC2=CC3=C(C=C2)C(=NN3)C=CC4=CC=CC=N4. Drug 2: CC1C(C(CC(O1)OC2CC(CC3=C2C(=C4C(=C3O)C(=O)C5=C(C4=O)C(=CC=C5)OC)O)(C(=O)CO)O)N)O.Cl. Cell line: TK-10. Synergy scores: CSS=26.3, Synergy_ZIP=-2.11, Synergy_Bliss=-5.30, Synergy_Loewe=-19.7, Synergy_HSA=-4.95.